From a dataset of Reaction yield outcomes from USPTO patents with 853,638 reactions. Predict the reaction yield, written as a fraction of the theoretical maximum amount of product (1.0 means a 100% yield; for example, 0.34 means a 34% yield). (1) The reactants are [OH:1][CH2:2][CH2:3][CH2:4][CH2:5][NH:6][C:7](=[O:13])[O:8][C:9]([CH3:12])([CH3:11])[CH3:10].[N+:14]([C:17]1[CH:24]=[CH:23][CH:22]=[C:21]([N+]([O-])=O)[C:18]=1[C:19]#[N:20])([O-:16])=[O:15]. No catalyst specified. The product is [C:19]([C:18]1[C:17]([N+:14]([O-:16])=[O:15])=[CH:24][CH:23]=[CH:22][C:21]=1[O:1][CH2:2][CH2:3][CH2:4][CH2:5][NH:6][C:7](=[O:13])[O:8][C:9]([CH3:10])([CH3:12])[CH3:11])#[N:20]. The yield is 0.0700. (2) The reactants are [CH3:1][C:2]([C@@H:4]1[C@@:8]2([CH3:23])[CH2:9][CH2:10][C@@H:11]3[C@@:16]4([CH3:22])[CH2:17][CH2:18][C@H:19]([OH:21])[CH2:20][C:15]4=[CH:14][CH2:13][C@H:12]3[C@@H:7]2[CH2:6][CH2:5]1)=[O:3].N1C=CN=C1.[Si:29](Cl)([C:32]([CH3:35])([CH3:34])[CH3:33])([CH3:31])[CH3:30]. The catalyst is CN(C)C=O. The product is [CH3:33][C:32]([Si:29]([CH3:31])([CH3:30])[O:21][C@@H:19]1[CH2:20][C:15]2[C@@:16]([CH3:22])([C@@H:11]3[C@@H:12]([CH2:13][CH:14]=2)[C@H:7]2[C@@:8]([CH3:23])([C@@H:4]([C:2](=[O:3])[CH3:1])[CH2:5][CH2:6]2)[CH2:9][CH2:10]3)[CH2:17][CH2:18]1)([CH3:35])[CH3:34]. The yield is 0.980. (3) The reactants are O1CCCC1.C(OC([N:13]([CH2:44][C:45]([O:47]C(C)(C)C)=[O:46])[C:14]1[CH:19]=[CH:18][CH:17]=[C:16]([CH:20]([CH2:31][C:32]2[CH:37]=[CH:36][C:35]([C:38]3([CH:41]([CH3:43])[CH3:42])[CH2:40][CH2:39]3)=[CH:34][CH:33]=2)[NH:21][S:22]([C:25]2[CH:26]=[N:27][CH:28]=[CH:29][CH:30]=2)(=[O:24])=[O:23])[N:15]=1)=O)(C)(C)C.Cl.[OH-].[Na+]. The catalyst is O. The product is [CH:41]([C:38]1([C:35]2[CH:34]=[CH:33][C:32]([CH2:31][CH:20]([NH:21][S:22]([C:25]3[CH:26]=[N:27][CH:28]=[CH:29][CH:30]=3)(=[O:23])=[O:24])[C:16]3[N:15]=[C:14]([NH:13][CH2:44][C:45]([OH:47])=[O:46])[CH:19]=[CH:18][CH:17]=3)=[CH:37][CH:36]=2)[CH2:40][CH2:39]1)([CH3:43])[CH3:42]. The yield is 0.820. (4) The reactants are [OH:1][C@@H:2]([CH2:11][C:12]1[CH:17]=[CH:16][CH:15]=[CH:14][CH:13]=1)[C:3]([N:5]1[CH2:10][CH2:9][O:8][CH2:7][CH2:6]1)=[O:4].ClN1C(=O)N(Cl)C(=O)N(Cl)C1=O.CC1(C)N([O])C(C)(C)CCC1. The catalyst is C(Cl)Cl. The product is [CH:12]1([CH2:11][C@H:2]([OH:1])[C:3]([N:5]2[CH2:6][CH2:7][O:8][CH2:9][CH2:10]2)=[O:4])[CH2:17][CH2:16][CH2:15][CH2:14][CH2:13]1. The yield is 0.970. (5) The reactants are Cl[C:2]1[CH:3]=[CH:4][C:5]2[N:6]([C:8]([N+:11]([O-:13])=[O:12])=[CH:9][N:10]=2)[N:7]=1.[F:14][C:15]1[CH:20]=[CH:19][C:18]([F:21])=[CH:17][C:16]=1[C@H:22]1[CH2:26][CH2:25][CH2:24][NH:23]1.C(O)CCC. The catalyst is CCOC(C)=O. The product is [F:14][C:15]1[CH:20]=[CH:19][C:18]([F:21])=[CH:17][C:16]=1[C@H:22]1[CH2:26][CH2:25][CH2:24][N:23]1[C:2]1[CH:3]=[CH:4][C:5]2[N:6]([C:8]([N+:11]([O-:13])=[O:12])=[CH:9][N:10]=2)[N:7]=1. The yield is 0.750.